Dataset: Reaction yield outcomes from USPTO patents with 853,638 reactions. Task: Predict the reaction yield, written as a fraction of the theoretical maximum amount of product (1.0 means a 100% yield; for example, 0.34 means a 34% yield). (1) The reactants are [Cl:1][C:2]1[C:3]([F:42])=[C:4]([S:21]([N:24](CC2C=CC(OC)=CC=2OC)[C:25]2[CH:30]=[CH:29][N:28]=[CH:27][N:26]=2)(=[O:23])=[O:22])[CH:5]=[CH:6][C:7]=1[O:8][C@H:9]1[CH2:14][CH2:13][CH2:12][CH2:11][C@@H:10]1[C:15]1[N:19]([CH3:20])[N:18]=[CH:17][CH:16]=1.C([SiH](CC)CC)C.FC(F)(F)C(O)=O. The catalyst is ClCCl. The product is [Cl:1][C:2]1[C:3]([F:42])=[C:4]([S:21]([NH:24][C:25]2[CH:30]=[CH:29][N:28]=[CH:27][N:26]=2)(=[O:23])=[O:22])[CH:5]=[CH:6][C:7]=1[O:8][C@H:9]1[CH2:14][CH2:13][CH2:12][CH2:11][C@@H:10]1[C:15]1[N:19]([CH3:20])[N:18]=[CH:17][CH:16]=1. The yield is 0.770. (2) The reactants are [O:1]1[C:5]2[CH:6]=[CH:7][CH:8]=[CH:9][C:4]=2[N:3]=[C:2]1[C:10]1[CH:11]=[C:12]([NH2:21])[CH:13]=[CH:14][C:15]=1[O:16][C:17]([F:20])([F:19])[F:18].Cl.Cl[C:24](OC(Cl)(Cl)Cl)=[O:25]. The catalyst is C1(C)C=CC=CC=1.C(OCC)(=O)C. The product is [N:21]([C:12]1[CH:13]=[CH:14][C:15]([O:16][C:17]([F:19])([F:18])[F:20])=[C:10]([C:2]2[O:1][C:5]3[CH:6]=[CH:7][CH:8]=[CH:9][C:4]=3[N:3]=2)[CH:11]=1)=[C:24]=[O:25]. The yield is 0.700. (3) The reactants are CS(C)=[O:3].[OH-].[Na+].OO.[NH2:9][C:10]1([C:31]#[N:32])[CH2:15][CH2:14][N:13]([S:16](/[CH:19]=[CH:20]/[C:21]2[C:26]([CH3:27])=[CH:25][C:24]([NH:28][CH3:29])=[CH:23][C:22]=2[CH3:30])(=[O:18])=[O:17])[CH2:12][CH2:11]1.[O-]S([O-])(=S)=O.[Na+].[Na+]. The catalyst is CO. The product is [NH2:9][C:10]1([C:31]([NH2:32])=[O:3])[CH2:15][CH2:14][N:13]([S:16](/[CH:19]=[CH:20]/[C:21]2[C:22]([CH3:30])=[CH:23][C:24]([NH:28][CH3:29])=[CH:25][C:26]=2[CH3:27])(=[O:17])=[O:18])[CH2:12][CH2:11]1. The yield is 0.700. (4) The reactants are CS(O[C@@H:6]1[C@@H:11]([CH3:12])[CH2:10][N:9]([C:13]2[CH:18]=[CH:17][N:16]=[CH:15][C:14]=2[N:19]([C:27]([O:29][C:30]([CH3:33])([CH3:32])[CH3:31])=[O:28])[C:20]([O:22][C:23]([CH3:26])([CH3:25])[CH3:24])=[O:21])[CH2:8][C@H:7]1[NH:34][C:35]([O:37][C:38]([CH3:41])([CH3:40])[CH3:39])=[O:36])(=O)=O.[N-:42]=[N+:43]=[N-:44].[Na+]. The catalyst is CN(C=O)C. The product is [N:42]([C@H:6]1[C@@H:11]([CH3:12])[CH2:10][N:9]([C:13]2[CH:18]=[CH:17][N:16]=[CH:15][C:14]=2[N:19]([C:27]([O:29][C:30]([CH3:32])([CH3:31])[CH3:33])=[O:28])[C:20]([O:22][C:23]([CH3:24])([CH3:25])[CH3:26])=[O:21])[CH2:8][C@H:7]1[NH:34][C:35]([O:37][C:38]([CH3:39])([CH3:41])[CH3:40])=[O:36])=[N+:43]=[N-:44]. The yield is 0.990. (5) The reactants are [CH3:1][C@@H:2]1[C:6]2[N:7](S(C3C=CC(C)=CC=3)(=O)=O)[CH:8]=[CH:9][C:5]=2[C:4](=[O:20])[NH:3]1.C([O-])([O-])=O.[K+].[K+]. The catalyst is CO. The product is [CH3:1][C@@H:2]1[C:6]2[NH:7][CH:8]=[CH:9][C:5]=2[C:4](=[O:20])[NH:3]1. The yield is 0.730. (6) No catalyst specified. The yield is 0.830. The reactants are [Si:1]([O:8][C:9]([CH3:15])([CH3:14])[C:10](OC)=[O:11])([C:4]([CH3:7])([CH3:6])[CH3:5])([CH3:3])[CH3:2].CC(C[AlH]CC(C)C)C. The product is [Si:1]([O:8][C:9]([CH3:15])([CH3:14])[CH2:10][OH:11])([C:4]([CH3:7])([CH3:6])[CH3:5])([CH3:3])[CH3:2]. (7) The reactants are Br[C:2]1[CH:7]=[CH:6][CH:5]=[C:4]([C:8]([F:11])([F:10])[F:9])[C:3]=1[F:12].CC1(C)COB(B2OCC(C)(C)CO2)OC1.C([O-])(=O)C.[K+].[C:34]([O:38][C:39]([N:41]1[CH2:46][CH2:45][N:44]([C:47]2[C:52](Cl)=[N:51][CH:50]=[CH:49][N:48]=2)[CH2:43][CH2:42]1)=[O:40])([CH3:37])([CH3:36])[CH3:35].C(=O)([O-])[O-].[Na+].[Na+]. The catalyst is CN(C=O)C.O.C1C=CC(P(C2C=CC=CC=2)[C-]2C=CC=C2)=CC=1.C1C=CC(P(C2C=CC=CC=2)[C-]2C=CC=C2)=CC=1.Cl[Pd]Cl.[Fe+2]. The product is [C:34]([O:38][C:39]([N:41]1[CH2:46][CH2:45][N:44]([C:47]2[C:52]([C:2]3[CH:7]=[CH:6][CH:5]=[C:4]([C:8]([F:11])([F:10])[F:9])[C:3]=3[F:12])=[N:51][CH:50]=[CH:49][N:48]=2)[CH2:43][CH2:42]1)=[O:40])([CH3:37])([CH3:35])[CH3:36]. The yield is 0.180.